Dataset: Forward reaction prediction with 1.9M reactions from USPTO patents (1976-2016). Task: Predict the product of the given reaction. The product is: [OH:4][C@H:5]1[CH2:22][CH2:21][C@@:20]2([CH3:23])[C@@H:7]([CH2:8][CH2:9][C@:10]3([CH3:51])[C@@H:19]2[CH2:18][CH2:17][C@H:16]2[C@@:11]3([CH3:50])[CH2:12][CH2:13][C@@:14]3([C:31]([N:33]4[CH2:38][CH2:37][CH:36]([C:39]([NH:40][CH2:41][CH2:42][N:43]5[CH2:48][CH2:47][O:46][CH2:45][CH2:44]5)=[O:49])[CH2:35][CH2:34]4)=[O:32])[CH2:26][CH2:25][C@@H:24]([C:27]4([CH3:30])[CH2:28][CH2:29]4)[C@@H:15]32)[C:6]1([CH3:53])[CH3:52]. Given the reactants C([O:4][C@H:5]1[CH2:22][CH2:21][C@@:20]2([CH3:23])[C@@H:7]([CH2:8][CH2:9][C@:10]3([CH3:51])[C@@H:19]2[CH2:18][CH2:17][C@H:16]2[C@@:11]3([CH3:50])[CH2:12][CH2:13][C@@:14]3([C:31]([N:33]4[CH2:38][CH2:37][CH:36]([C:39](=[O:49])[NH:40][CH2:41][CH2:42][N:43]5[CH2:48][CH2:47][O:46][CH2:45][CH2:44]5)[CH2:35][CH2:34]4)=[O:32])[CH2:26][CH2:25][C@@H:24]([C:27]4([CH3:30])[CH2:29][CH2:28]4)[C@@H:15]32)[C:6]1([CH3:53])[CH3:52])(=O)C.CO, predict the reaction product.